Dataset: Forward reaction prediction with 1.9M reactions from USPTO patents (1976-2016). Task: Predict the product of the given reaction. (1) Given the reactants [Br:1][C:2]1[N:7]=[CH:6][C:5]([OH:8])=[CH:4][CH:3]=1.C1(P(C2C=CC=CC=2)C2C=CC=CC=2)C=CC=CC=1.N(C(OCC)=O)=NC(OCC)=O.[O:40]([C:47]1[CH:52]=[CH:51][CH:50]=[CH:49][C:48]=1[CH2:53]O)[C:41]1[CH:46]=[CH:45][CH:44]=[CH:43][CH:42]=1, predict the reaction product. The product is: [Br:1][C:2]1[CH:3]=[CH:4][C:5]([O:8][CH2:53][C:48]2[CH:49]=[CH:50][CH:51]=[CH:52][C:47]=2[O:40][C:41]2[CH:46]=[CH:45][CH:44]=[CH:43][CH:42]=2)=[CH:6][N:7]=1. (2) The product is: [CH3:28][NH:29][C:3]([C:5]1[CH:6]=[C:7]2[C:12](=[CH:13][CH:14]=1)[N:11]=[CH:10][C:9]([NH:15][S:16]([C:19]1[CH:24]=[C:23]([Br:25])[CH:22]=[CH:21][C:20]=1[O:26][CH3:27])(=[O:17])=[O:18])=[CH:8]2)=[O:2]. Given the reactants C[O:2][C:3]([C:5]1[CH:6]=[C:7]2[C:12](=[CH:13][CH:14]=1)[N:11]=[CH:10][C:9]([NH:15][S:16]([C:19]1[CH:24]=[C:23]([Br:25])[CH:22]=[CH:21][C:20]=1[O:26][CH3:27])(=[O:18])=[O:17])=[CH:8]2)=O.[CH3:28][NH2:29].CO, predict the reaction product. (3) Given the reactants Br[C:2]1[C:3]([N:22]2[CH2:26][CH2:25][C@@H:24]([OH:27])[CH2:23]2)=[N:4][CH:5]=[C:6]([CH:21]=1)[C:7]([NH:9][C:10]1[CH:15]=[CH:14][C:13]([O:16][C:17]([F:20])([F:19])[F:18])=[CH:12][CH:11]=1)=[O:8].[N:28]1[CH:33]=[CH:32][CH:31]=[C:30](B(O)O)[CH:29]=1, predict the reaction product. The product is: [OH:27][C@@H:24]1[CH2:25][CH2:26][N:22]([C:3]2[C:2]([C:30]3[CH:29]=[N:28][CH:33]=[CH:32][CH:31]=3)=[CH:21][C:6]([C:7]([NH:9][C:10]3[CH:15]=[CH:14][C:13]([O:16][C:17]([F:20])([F:19])[F:18])=[CH:12][CH:11]=3)=[O:8])=[CH:5][N:4]=2)[CH2:23]1. (4) Given the reactants [Br:1][C:2]1[CH:11]=[CH:10][C:5]([C:6]([O:8][CH3:9])=[O:7])=[CH:4][C:3]=1[OH:12].[H-].[Na+].Br[CH2:16][CH2:17][CH2:18][O:19][Si:20]([C:23]([CH3:26])([CH3:25])[CH3:24])([CH3:22])[CH3:21], predict the reaction product. The product is: [Br:1][C:2]1[CH:11]=[CH:10][C:5]([C:6]([O:8][CH3:9])=[O:7])=[CH:4][C:3]=1[O:12][CH2:16][CH2:17][CH2:18][O:19][Si:20]([C:23]([CH3:24])([CH3:26])[CH3:25])([CH3:21])[CH3:22]. (5) Given the reactants Br[C:2]1[C:9]([CH3:10])=[CH:8][C:5]([C:6]#[N:7])=[C:4]([F:11])[CH:3]=1.C([O-])([O-])=O.[K+].[K+].[C:18]([CH2:20][C:21]1[CH:22]=[C:23](B(O)O)[CH:24]=[CH:25][CH:26]=1)#[N:19], predict the reaction product. The product is: [C:18]([CH2:20][C:21]1[CH:26]=[C:25]([C:2]2[CH:3]=[C:4]([F:11])[C:5]([C:6]#[N:7])=[CH:8][C:9]=2[CH3:10])[CH:24]=[CH:23][CH:22]=1)#[N:19]. (6) Given the reactants [Cl:1][C:2]1[CH:7]=[CH:6][C:5]([N:8]2[CH:12]=[C:11]([CH2:13][C:14]([OH:16])=O)[N:10]=[C:9]2[CH2:17][N:18]([C:20]2[CH:25]=[CH:24][C:23]([F:26])=[CH:22][CH:21]=2)[CH3:19])=[CH:4][CH:3]=1.Cl.[CH3:28]N(C)CCCN=C=NCC.[C:39]1([NH2:46])[CH:44]=[CH:43][CH:42]=[CH:41][C:40]=1[NH2:45], predict the reaction product. The product is: [NH2:45][C:40]1[CH:41]=[CH:42][CH:43]=[CH:44][C:39]=1[NH:46][C:14](=[O:16])[CH2:13][C:11]1[N:10]=[C:9]([CH2:17][N:18]([C:20]2[CH:21]=[CH:22][C:23]([F:26])=[CH:24][CH:25]=2)[CH2:19][CH3:28])[N:8]([C:5]2[CH:4]=[CH:3][C:2]([Cl:1])=[CH:7][CH:6]=2)[CH:12]=1. (7) Given the reactants Cl.[CH3:2][N:3]([CH3:10])[C:4]([NH:6][C:7](=[NH:9])[NH2:8])=[NH:5].O, predict the reaction product. The product is: [CH3:2][N:3]([C:4]([NH:6][C:7]([NH2:9])=[NH:8])=[NH:5])[CH3:10]. (8) Given the reactants [C:1]([N:8]1[CH:12]=[CH:11][N:10]=[CH:9]1)(N1C=CN=C1)=[O:2].[NH2:13][CH2:14][C:15]1[N:20]=[C:19]([C:21]#[C:22][C:23]2[C:24]([NH:29][C:30]3[CH:35]=[CH:34][C:33]([O:36][CH2:37][C:38]4[CH:43]=[CH:42][CH:41]=[C:40]([F:44])[CH:39]=4)=[C:32]([Cl:45])[CH:31]=3)=[N:25][CH:26]=[N:27][CH:28]=2)[CH:18]=[CH:17][CH:16]=1.C(O)(C(F)(F)F)=O.CCN(C(C)C)C(C)C.N1(CCN)C[CH2:66][O:65][CH2:64][CH2:63]1, predict the reaction product. The product is: [Cl:45][C:32]1[CH:31]=[C:30]([CH:35]=[CH:34][C:33]=1[O:36][CH2:37][C:38]1[CH:43]=[CH:42][CH:41]=[C:40]([F:44])[CH:39]=1)[NH:29][C:24]1[C:23]([C:22]#[C:21][C:19]2[N:20]=[C:15]([CH2:14][NH:13][C:1]([NH:8][CH2:12][CH2:11][N:10]3[CH2:9][CH2:66][O:65][CH2:64][CH2:63]3)=[O:2])[CH:16]=[CH:17][CH:18]=2)=[CH:28][N:27]=[CH:26][N:25]=1.